This data is from Forward reaction prediction with 1.9M reactions from USPTO patents (1976-2016). The task is: Predict the product of the given reaction. (1) Given the reactants [CH2:1]([O:3][C:4]1[CH:9]=[CH:8][C:7]([C:10]2[CH:15]=[CH:14][C:13]([CH2:16][N:17]([C:19]3[CH:24]=[CH:23][C:22]([O:25][CH2:26][C:27]4[CH:32]=[CH:31][C:30]([CH3:33])=[CH:29][N:28]=4)=[CH:21][CH:20]=3)N)=[CH:12][CH:11]=2)=[CH:6][N:5]=1)[CH3:2].[CH3:34][C:35]([S:38][CH2:39][C:40](=O)[CH2:41][C:42]([CH3:49])([CH3:48])[C:43]([O:45]CC)=[O:44])([CH3:37])[CH3:36], predict the reaction product. The product is: [C:35]([S:38][C:39]1[C:24]2[C:19](=[CH:20][CH:21]=[C:22]([O:25][CH2:26][C:27]3[CH:32]=[CH:31][C:30]([CH3:33])=[CH:29][N:28]=3)[CH:23]=2)[N:17]([CH2:16][C:13]2[CH:14]=[CH:15][C:10]([C:7]3[CH:6]=[N:5][C:4]([O:3][CH2:1][CH3:2])=[CH:9][CH:8]=3)=[CH:11][CH:12]=2)[C:40]=1[CH2:41][C:42]([CH3:49])([CH3:48])[C:43]([OH:45])=[O:44])([CH3:37])([CH3:34])[CH3:36]. (2) The product is: [CH3:8][O:9][C:10]1[CH:15]=[C:14]([C:2]2[S:3][C:4]([C:12]3[CH:13]=[CH:14][CH:15]=[C:10]([O:9][CH3:8])[CH:11]=3)=[CH:5][N:6]=2)[CH:13]=[CH:12][CH:11]=1. Given the reactants Br[C:2]1[S:3][C:4](Br)=[CH:5][N:6]=1.[CH3:8][O:9][C:10]1[CH:15]=[CH:14][C:13](B(O)O)=[CH:12][CH:11]=1, predict the reaction product. (3) Given the reactants [F:1][C:2]1[CH:10]=[CH:9][C:5]([C:6]([NH2:8])=[O:7])=[CH:4][CH:3]=1.C(Cl)(=O)[C:12](Cl)=[O:13], predict the reaction product. The product is: [F:1][C:2]1[CH:10]=[CH:9][C:5]([C:6]([N:8]=[C:12]=[O:13])=[O:7])=[CH:4][CH:3]=1. (4) Given the reactants [Cl:1][C:2]1[CH:3]=[C:4]([CH:7]=[C:8]([OH:10])[CH:9]=1)[C:5]#[N:6].Br[C:12]1[C:13](=[O:30])[N:14]([CH2:21][C:22]2[CH:27]=[CH:26][C:25]([O:28][CH3:29])=[CH:24][CH:23]=2)[CH:15]=[N:16][C:17]=1[CH:18]([F:20])[F:19].CC([O-])(C)C.[K+], predict the reaction product. The product is: [Cl:1][C:2]1[CH:3]=[C:4]([CH:7]=[C:8]([O:10][C:12]2[C:13](=[O:30])[N:14]([CH2:21][C:22]3[CH:23]=[CH:24][C:25]([O:28][CH3:29])=[CH:26][CH:27]=3)[CH:15]=[N:16][C:17]=2[CH:18]([F:20])[F:19])[CH:9]=1)[C:5]#[N:6].